From a dataset of CYP2D6 inhibition data for predicting drug metabolism from PubChem BioAssay. Regression/Classification. Given a drug SMILES string, predict its absorption, distribution, metabolism, or excretion properties. Task type varies by dataset: regression for continuous measurements (e.g., permeability, clearance, half-life) or binary classification for categorical outcomes (e.g., BBB penetration, CYP inhibition). Dataset: cyp2d6_veith. The molecule is N=C(N)S/C=C\C(=O)O. The result is 0 (non-inhibitor).